Dataset: Full USPTO retrosynthesis dataset with 1.9M reactions from patents (1976-2016). Task: Predict the reactants needed to synthesize the given product. Given the product [CH3:1][N:2]([CH3:3])[C:4]1[CH:9]=[CH:8][C:7]([N:10]=[N:11][C:12]2[CH:17]=[CH:16][C:15]([S:18]([N:43]3[CH2:44][CH2:45][CH:40]([CH2:39][CH2:38][N:27]4[C:28]5[C:33]([CH3:34])=[C:32]([CH3:35])[N:31]=[C:30]([NH2:36])[C:29]=5[N:37]=[C:26]4[CH2:25][O:24][CH2:22][CH3:23])[CH2:41][CH2:42]3)(=[O:20])=[O:19])=[CH:14][CH:13]=2)=[CH:6][CH:5]=1, predict the reactants needed to synthesize it. The reactants are: [CH3:1][N:2]([C:4]1[CH:9]=[CH:8][C:7]([N:10]=[N:11][C:12]2[CH:17]=[CH:16][C:15]([S:18](Cl)(=[O:20])=[O:19])=[CH:14][CH:13]=2)=[CH:6][CH:5]=1)[CH3:3].[CH2:22]([O:24][CH2:25][C:26]1[N:27]([CH2:38][CH2:39][CH:40]2[CH2:45][CH2:44][NH:43][CH2:42][CH2:41]2)[C:28]2[C:33]([CH3:34])=[C:32]([CH3:35])[N:31]=[C:30]([NH2:36])[C:29]=2[N:37]=1)[CH3:23].